From a dataset of Reaction yield outcomes from USPTO patents with 853,638 reactions. Predict the reaction yield, written as a fraction of the theoretical maximum amount of product (1.0 means a 100% yield; for example, 0.34 means a 34% yield). (1) The reactants are [C:1]([S:4][CH:5]1[CH2:10][CH2:9][N:8](C(C2C=CC=CC=2)(C2C=CC=CC=2)C2C=CC=CC=2)[CH2:7]/[C:6]/1=[CH:30]\[C:31]1[N:35]=[CH:34][N:33]([CH2:36][C:37]([O:39][CH3:40])=[O:38])[N:32]=1)(=[O:3])[CH3:2].[F:41][C:42]([F:47])([F:46])[C:43]([OH:45])=[O:44]. The catalyst is ClCCl. The product is [F:41][C:42]([F:47])([F:46])[C:43]([OH:45])=[O:44].[C:1]([S:4][CH:5]1[CH2:10][CH2:9][NH:8][CH2:7]/[C:6]/1=[CH:30]\[C:31]1[N:35]=[CH:34][N:33]([CH2:36][C:37]([O:39][CH3:40])=[O:38])[N:32]=1)(=[O:3])[CH3:2]. The yield is 0.540. (2) The reactants are [Cl:1][C:2]1[CH:24]=[CH:23][CH:22]=[C:21]([F:25])[C:3]=1[CH2:4][N:5]1[C:9]([CH2:10][CH2:11][C:12](OCC)=[O:13])=[CH:8][C:7]([O:17][CH:18]([CH3:20])[CH3:19])=[N:6]1.[H-].C([Al+]CC(C)C)C(C)C.[C@H](O)(C([O-])=O)[C@@H](O)C([O-])=O.[Na+].[K+]. The catalyst is O1CCCC1.C1(C)C=CC=CC=1. The product is [Cl:1][C:2]1[CH:24]=[CH:23][CH:22]=[C:21]([F:25])[C:3]=1[CH2:4][N:5]1[C:9]([CH2:10][CH2:11][CH2:12][OH:13])=[CH:8][C:7]([O:17][CH:18]([CH3:20])[CH3:19])=[N:6]1. The yield is 0.900.